The task is: Predict the reactants needed to synthesize the given product.. This data is from Full USPTO retrosynthesis dataset with 1.9M reactions from patents (1976-2016). (1) Given the product [ClH:1].[Cl:1][C:2]1[CH:3]=[C:4]([N:9]([CH:14]2[CH2:19][CH2:18][N:17]([CH2:21][C:22]3[CH:23]=[C:24]4[C:29](=[CH:30][CH:31]=3)[O:28][C:27](=[O:32])[CH:26]=[CH:25]4)[CH2:16][CH2:15]2)[C:10](=[O:13])[CH2:11][CH3:12])[CH:5]=[CH:6][C:7]=1[Cl:8], predict the reactants needed to synthesize it. The reactants are: [Cl:1][C:2]1[CH:3]=[C:4]([N:9]([CH:14]2[CH2:19][CH2:18][NH:17][CH2:16][CH2:15]2)[C:10](=[O:13])[CH2:11][CH3:12])[CH:5]=[CH:6][C:7]=1[Cl:8].Br[CH2:21][C:22]1[CH:23]=[C:24]2[C:29](=[CH:30][CH:31]=1)[O:28][C:27](=[O:32])[CH:26]=[CH:25]2.C(N(C(C)C)CC)(C)C.Cl. (2) Given the product [C:9]([N:16]1[CH2:21][CH2:20][N:19]([C:2]2[CH:7]=[N:6][CH:5]=[C:4]([Cl:8])[N:3]=2)[CH2:18][C@@H:17]1[CH2:22][C:23]1[CH:28]=[CH:27][CH:26]=[CH:25][CH:24]=1)([O:11][C:12]([CH3:14])([CH3:15])[CH3:13])=[O:10], predict the reactants needed to synthesize it. The reactants are: Cl[C:2]1[CH:7]=[N:6][CH:5]=[C:4]([Cl:8])[N:3]=1.[C:9]([N:16]1[CH2:21][CH2:20][NH:19][CH2:18][C@@H:17]1[CH2:22][C:23]1[CH:28]=[CH:27][CH:26]=[CH:25][CH:24]=1)([O:11][C:12]([CH3:15])([CH3:14])[CH3:13])=[O:10].C(N(C(C)C)CC)(C)C.C(OCC)(=O)C. (3) Given the product [Br:1][CH2:2][C:3]1[CH:11]=[CH:10][C:6]([CH2:7][OH:8])=[C:5]([F:12])[CH:4]=1, predict the reactants needed to synthesize it. The reactants are: [Br:1][CH2:2][C:3]1[CH:11]=[CH:10][C:6]([C:7](O)=[O:8])=[C:5]([F:12])[CH:4]=1.